Dataset: Reaction yield outcomes from USPTO patents with 853,638 reactions. Task: Predict the reaction yield, written as a fraction of the theoretical maximum amount of product (1.0 means a 100% yield; for example, 0.34 means a 34% yield). The reactants are [CH3:1][C:2]1[CH:7]=[CH:6][N:5]=[CH:4][C:3]=1[N:8]1[CH2:12][CH2:11][NH:10][C:9]1=[O:13].Br[C:15]1[CH:16]=[C:17]2[CH:23]=[N:22][N:21]([CH2:24][O:25][CH2:26][CH2:27][Si:28]([CH3:31])([CH3:30])[CH3:29])[C:18]2=[N:19][CH:20]=1.N[C@@H]1CCCC[C@H]1N.P([O-])([O-])([O-])=O.[K+].[K+].[K+]. The catalyst is [Cu](I)I.O1CCOCC1. The product is [CH3:1][C:2]1[CH:7]=[CH:6][N:5]=[CH:4][C:3]=1[N:8]1[CH2:12][CH2:11][N:10]([C:15]2[CH:16]=[C:17]3[CH:23]=[N:22][N:21]([CH2:24][O:25][CH2:26][CH2:27][Si:28]([CH3:31])([CH3:30])[CH3:29])[C:18]3=[N:19][CH:20]=2)[C:9]1=[O:13]. The yield is 0.677.